From a dataset of Catalyst prediction with 721,799 reactions and 888 catalyst types from USPTO. Predict which catalyst facilitates the given reaction. (1) Reactant: C([Sn](CCCC)(CCCC)[C:6]1[N:10]2[CH:11]=[CH:12][C:13]([C:15]([F:18])([F:17])[F:16])=[N:14][C:9]2=[N:8][CH:7]=1)CCC.[Br:27][C:28]1[CH:33]=[CH:32][CH:31]=[C:30](Br)[N:29]=1. Product: [Br:27][C:28]1[N:29]=[C:30]([C:6]2[N:10]3[CH:11]=[CH:12][C:13]([C:15]([F:16])([F:17])[F:18])=[N:14][C:9]3=[N:8][CH:7]=2)[CH:31]=[CH:32][CH:33]=1. The catalyst class is: 73. (2) Reactant: [NH2:1][C:2]1[CH:3]=[C:4]([CH:8]=[CH:9][C:10]=1[CH3:11])[C:5]([OH:7])=[O:6].Cl.[N:13]([O-])=O.[Na+].C([O-])(=O)C.[Na+].[CH3:22][C:23]([SH:26])([CH3:25])[CH3:24]. Product: [C:23]([S:26]/[N:13]=[N:1]/[C:2]1[CH:3]=[C:4]([CH:8]=[CH:9][C:10]=1[CH3:11])[C:5]([OH:7])=[O:6])([CH3:25])([CH3:24])[CH3:22]. The catalyst class is: 6. (3) Reactant: [F:1][C:2]1[CH:3]=[C:4]([CH:7]=[C:8]([NH:10][CH2:11][C:12]2[CH:17]=[CH:16][C:15]([O:18][CH3:19])=[CH:14][CH:13]=2)[CH:9]=1)[C:5]#[N:6].C(N(CC)CC)C.[F:27][C:28]([F:39])([F:38])[C:29](O[C:29](=[O:30])[C:28]([F:39])([F:38])[F:27])=[O:30]. Product: [C:5]([C:4]1[CH:7]=[C:8]([N:10]([CH2:11][C:12]2[CH:17]=[CH:16][C:15]([O:18][CH3:19])=[CH:14][CH:13]=2)[C:29](=[O:30])[C:28]([F:39])([F:38])[F:27])[CH:9]=[C:2]([F:1])[CH:3]=1)#[N:6]. The catalyst class is: 4. (4) Reactant: [CH3:1][O:2][C@H:3]1[C@@H:7]2[O:8][C:9]([CH3:12])([CH3:11])[O:10][C@@H:6]2[C@@H:5]([C:13]([NH:15][NH:16][C:17](=[S:26])[NH:18][CH2:19][C:20]2[CH:25]=[CH:24][CH:23]=[CH:22][CH:21]=2)=O)[O:4]1. Product: [CH3:1][O:2][C@H:3]1[C@@H:7]2[O:8][C:9]([CH3:12])([CH3:11])[O:10][C@@H:6]2[C@@H:5]([C:13]2[N:18]([CH2:19][C:20]3[CH:25]=[CH:24][CH:23]=[CH:22][CH:21]=3)[C:17](=[S:26])[NH:16][N:15]=2)[O:4]1. The catalyst class is: 74. (5) Reactant: [CH:1]([C:3]1[CH:8]=[CH:7][CH:6]=[CH:5][C:4]=1[C:9]1[N:13]([S:14]([C:17]2[CH:18]=[N:19][CH:20]=[CH:21][CH:22]=2)(=[O:16])=[O:15])[CH:12]=[C:11]([CH2:23][N:24]([CH3:32])[C:25](=[O:31])[O:26][C:27]([CH3:30])([CH3:29])[CH3:28])[CH:10]=1)=[O:2].[BH4-].[Na+].CO.O. Product: [OH:2][CH2:1][C:3]1[CH:8]=[CH:7][CH:6]=[CH:5][C:4]=1[C:9]1[N:13]([S:14]([C:17]2[CH:18]=[N:19][CH:20]=[CH:21][CH:22]=2)(=[O:16])=[O:15])[CH:12]=[C:11]([CH2:23][N:24]([CH3:32])[C:25](=[O:31])[O:26][C:27]([CH3:28])([CH3:29])[CH3:30])[CH:10]=1. The catalyst class is: 7.